This data is from Forward reaction prediction with 1.9M reactions from USPTO patents (1976-2016). The task is: Predict the product of the given reaction. (1) Given the reactants [Cl:1][C:2]1[C:11]([N+:12]([O-])=O)=[C:10]([NH:15][CH2:16][C:17]([CH3:20])([OH:19])[CH3:18])[C:9]2[C:4](=[CH:5][CH:6]=[CH:7][CH:8]=2)[N:3]=1.C(N(CC)CC)C.[O-]S(S([O-])=O)=O.[Na+].[Na+].Cl, predict the reaction product. The product is: [NH2:12][C:11]1[C:2]([Cl:1])=[N:3][C:4]2[C:9]([C:10]=1[NH:15][CH2:16][C:17]([CH3:18])([OH:19])[CH3:20])=[CH:8][CH:7]=[CH:6][CH:5]=2. (2) The product is: [CH2:1]([NH:6][N:7]1[CH:8]=[CH:9][CH:10]=[CH:11]1)[CH2:2][CH2:3][CH2:4][CH3:5]. Given the reactants [CH:1](=[N:6]/[N:7]1[CH:11]=[CH:10][CH:9]=[CH:8]1)\[CH2:2][CH2:3][CH2:4][CH3:5].[H-].[H-].[H-].[H-].[Li+].[Al+3], predict the reaction product. (3) Given the reactants [NH2:1][C:2]1[CH:7]=[CH:6][CH:5]=[CH:4][C:3]=1[C:8]1([OH:12])[CH2:11][CH2:10][CH2:9]1.[Cl:13][C:14]1[N:19]=[C:18](Cl)[C:17]([Cl:21])=[CH:16][N:15]=1.C(N(CC)C(C)C)(C)C, predict the reaction product. The product is: [Cl:13][C:14]1[N:19]=[C:18]([NH:1][C:2]2[CH:7]=[CH:6][CH:5]=[CH:4][C:3]=2[C:8]2([OH:12])[CH2:11][CH2:10][CH2:9]2)[C:17]([Cl:21])=[CH:16][N:15]=1.